From a dataset of Forward reaction prediction with 1.9M reactions from USPTO patents (1976-2016). Predict the product of the given reaction. (1) Given the reactants [CH2:1]([N:3]=[C:4]=[O:5])[CH3:2].[Cl:6][C:7]1[CH:38]=[C:37]([Cl:39])[CH:36]=[CH:35][C:8]=1[CH2:9][NH:10][C:11]1[C:20]2[C:15](=[CH:16][CH:17]=[C:18]([NH2:21])[CH:19]=2)[N:14]=[C:13]([N:22]2[CH2:27][CH2:26][CH:25]([CH2:28][CH2:29][N:30]3[CH2:34][CH2:33][CH2:32][CH2:31]3)[CH2:24][CH2:23]2)[N:12]=1, predict the reaction product. The product is: [Cl:6][C:7]1[CH:38]=[C:37]([Cl:39])[CH:36]=[CH:35][C:8]=1[CH2:9][NH:10][C:11]1[C:20]2[C:15](=[CH:16][CH:17]=[C:18]([NH:21][C:4]([NH:3][CH2:1][CH3:2])=[O:5])[CH:19]=2)[N:14]=[C:13]([N:22]2[CH2:23][CH2:24][CH:25]([CH2:28][CH2:29][N:30]3[CH2:31][CH2:32][CH2:33][CH2:34]3)[CH2:26][CH2:27]2)[N:12]=1. (2) Given the reactants [Na].Cl[CH2:3][CH2:4][CH2:5][S:6]([NH:9][C:10]1[N:14]=[C:13]([C@H:15]([CH2:24][CH2:25][CH2:26][CH:27]2[CH2:32][CH2:31][CH2:30][CH2:29][CH2:28]2)[CH2:16][C:17]([O:19]C(C)(C)C)=[O:18])[O:12][N:11]=1)(=[O:8])=[O:7], predict the reaction product. The product is: [CH:27]1([CH2:26][CH2:25][CH2:24][C@@H:15]([C:13]2[O:12][N:11]=[C:10]([N:9]3[CH2:3][CH2:4][CH2:5][S:6]3(=[O:8])=[O:7])[N:14]=2)[CH2:16][C:17]([OH:19])=[O:18])[CH2:32][CH2:31][CH2:30][CH2:29][CH2:28]1.